Dataset: Forward reaction prediction with 1.9M reactions from USPTO patents (1976-2016). Task: Predict the product of the given reaction. (1) Given the reactants Cl[C:2]1[C:3]([N:22]2[CH2:26][CH2:25][C@@H:24]([OH:27])[CH2:23]2)=[N:4][CH:5]=[C:6]([CH:21]=1)[C:7]([NH:9][C:10]1[CH:15]=[CH:14][C:13]([O:16][C:17]([F:20])([F:19])[F:18])=[CH:12][CH:11]=1)=[O:8].[F:28][C:29]1[C:34](B(O)O)=[CH:33][CH:32]=[CH:31][N:30]=1.C([O-])([O-])=O.[Na+].[Na+], predict the reaction product. The product is: [F:28][C:29]1[C:34]([C:2]2[C:3]([N:22]3[CH2:26][CH2:25][C@@H:24]([OH:27])[CH2:23]3)=[N:4][CH:5]=[C:6]([C:7]([NH:9][C:10]3[CH:11]=[CH:12][C:13]([O:16][C:17]([F:19])([F:20])[F:18])=[CH:14][CH:15]=3)=[O:8])[CH:21]=2)=[CH:33][CH:32]=[CH:31][N:30]=1. (2) Given the reactants [OH:1][C:2]1([C:5]([O:7][CH3:8])=[O:6])[CH2:4][CH2:3]1.[H-].[Na+].I[CH3:12], predict the reaction product. The product is: [CH3:12][O:1][C:2]1([C:5]([O:7][CH3:8])=[O:6])[CH2:4][CH2:3]1. (3) Given the reactants I([O-])(=O)(=O)=O.[Na+].OC([N:11]1[C:20]2[C:15](=[C:16]([N+:21]([O-:23])=[O:22])[CH:17]=[CH:18][CH:19]=2)[CH:14]=[CH:13][CH2:12]1)CO.[C:24](OCC)(=[O:26])C, predict the reaction product. The product is: [N+:21]([C:16]1[CH:17]=[CH:18][CH:19]=[C:20]2[C:15]=1[CH:14]=[CH:13][C:12]([CH:24]=[O:26])=[N:11]2)([O-:23])=[O:22]. (4) Given the reactants [C:1]([CH2:3][C:4](OCC)=[O:5])#[N:2].[NH:9]1[CH2:14][CH2:13][O:12][CH2:11][CH2:10]1, predict the reaction product. The product is: [N:9]1([C:4](=[O:5])[CH2:3][C:1]#[N:2])[CH2:14][CH2:13][O:12][CH2:11][CH2:10]1. (5) Given the reactants [CH3:1][C:2]1[CH:6]=[C:5]([C:7]([OH:9])=O)[N:4]([C:10]2[CH:15]=[CH:14][CH:13]=[CH:12][CH:11]=2)[N:3]=1.CN(C)C=O.C(Cl)(=O)C(Cl)=O.[NH2:27][C:28]1[CH:29]=[C:30]([S:34][C:35]2[CH:36]=[CH:37][C:38]3[N:39]([CH:41]=[C:42]([NH:44][C:45]([CH:47]4[CH2:49][CH2:48]4)=[O:46])[N:43]=3)[N:40]=2)[CH:31]=[CH:32][CH:33]=1, predict the reaction product. The product is: [CH:47]1([C:45]([NH:44][C:42]2[N:43]=[C:38]3[CH:37]=[CH:36][C:35]([S:34][C:30]4[CH:29]=[C:28]([NH:27][C:7]([C:5]5[N:4]([C:10]6[CH:15]=[CH:14][CH:13]=[CH:12][CH:11]=6)[N:3]=[C:2]([CH3:1])[CH:6]=5)=[O:9])[CH:33]=[CH:32][CH:31]=4)=[N:40][N:39]3[CH:41]=2)=[O:46])[CH2:48][CH2:49]1. (6) Given the reactants [CH:1]1([C@@H:4]([C:10]2[CH:15]=[CH:14][CH:13]=[C:12]([O:16][CH2:17][C:18]3[CH:23]=[N:22][C:21]([C:24]4[C:29]([F:30])=[CH:28][N:27]=[C:26]([O:31][CH3:32])[CH:25]=4)=[C:20]([C:33]4[S:34][C:35]([CH3:38])=[CH:36][CH:37]=4)[N:19]=3)[CH:11]=2)[CH2:5][C:6]([O:8]C)=[O:7])[CH2:3][CH2:2]1.[Li+].[OH-].C1COCC1.O, predict the reaction product. The product is: [CH:1]1([C@@H:4]([C:10]2[CH:15]=[CH:14][CH:13]=[C:12]([O:16][CH2:17][C:18]3[CH:23]=[N:22][C:21]([C:24]4[C:29]([F:30])=[CH:28][N:27]=[C:26]([O:31][CH3:32])[CH:25]=4)=[C:20]([C:33]4[S:34][C:35]([CH3:38])=[CH:36][CH:37]=4)[N:19]=3)[CH:11]=2)[CH2:5][C:6]([OH:8])=[O:7])[CH2:2][CH2:3]1. (7) The product is: [Cl:17][C:15]1[N:16]=[C:9]2[C:8]([C:5]3[CH:6]=[CH:7][C:2]([N:28]4[CH2:27][CH2:26][CH:25]([N:22]5[CH2:21][CH2:20][N:19]([CH3:18])[CH2:24][CH2:23]5)[CH2:30][CH2:29]4)=[CH:3][CH:4]=3)=[CH:13][CH:12]=[CH:11][N:10]2[N:14]=1. Given the reactants Br[C:2]1[CH:7]=[CH:6][C:5]([C:8]2[C:9]3[N:10]([N:14]=[C:15]([Cl:17])[N:16]=3)[CH:11]=[CH:12][CH:13]=2)=[CH:4][CH:3]=1.[CH3:18][N:19]1[CH2:24][CH2:23][N:22]([CH:25]2[CH2:30][CH2:29][NH:28][CH2:27][CH2:26]2)[CH2:21][CH2:20]1, predict the reaction product.